Dataset: Full USPTO retrosynthesis dataset with 1.9M reactions from patents (1976-2016). Task: Predict the reactants needed to synthesize the given product. Given the product [F:1][C:2]1[CH:3]=[C:4]([C:5]([N:35]2[CH2:40][CH2:39][CH2:38][C@@H:37]([OH:41])[CH2:36]2)=[O:7])[CH:8]=[CH:9][C:10]=1[C:11]1[CH:16]=[N:15][C:14]([O:17][CH2:18][CH:19]2[CH2:20][CH2:21][N:22]([CH2:25][C:26]3([C:30]([F:33])([F:32])[F:31])[CH2:27][CH2:28][CH2:29]3)[CH2:23][CH2:24]2)=[CH:13][N:12]=1, predict the reactants needed to synthesize it. The reactants are: [F:1][C:2]1[CH:3]=[C:4]([CH:8]=[CH:9][C:10]=1[C:11]1[CH:16]=[N:15][C:14]([O:17][CH2:18][CH:19]2[CH2:24][CH2:23][N:22]([CH2:25][C:26]3([C:30]([F:33])([F:32])[F:31])[CH2:29][CH2:28][CH2:27]3)[CH2:21][CH2:20]2)=[CH:13][N:12]=1)[C:5]([OH:7])=O.Cl.[NH:35]1[CH2:40][CH2:39][CH2:38][C@@H:37]([OH:41])[CH2:36]1.C(Cl)CCl.C1C=CC2N(O)N=NC=2C=1.CCN(C(C)C)C(C)C.